Dataset: Reaction yield outcomes from USPTO patents with 853,638 reactions. Task: Predict the reaction yield, written as a fraction of the theoretical maximum amount of product (1.0 means a 100% yield; for example, 0.34 means a 34% yield). (1) The reactants are [F:1][C:2]1[CH:28]=[CH:27][C:26]([F:29])=[CH:25][C:3]=1[CH2:4][N:5]1[C:10](=[O:11])[CH2:9][NH:8][C:7]2[N:12]=[CH:13][C:14]([C:16]3[CH:24]=[CH:23][C:19]([C:20](O)=[O:21])=[CH:18][CH:17]=3)=[CH:15][C:6]1=2.[N:30]1([CH:35]2[CH2:40][CH2:39][NH:38][CH2:37][CH2:36]2)[CH2:34][CH2:33][CH2:32][CH2:31]1. No catalyst specified. The product is [F:1][C:2]1[CH:28]=[CH:27][C:26]([F:29])=[CH:25][C:3]=1[CH2:4][N:5]1[C:10](=[O:11])[CH2:9][NH:8][C:7]2[N:12]=[CH:13][C:14]([C:16]3[CH:17]=[CH:18][C:19]([C:20]([N:38]4[CH2:39][CH2:40][CH:35]([N:30]5[CH2:34][CH2:33][CH2:32][CH2:31]5)[CH2:36][CH2:37]4)=[O:21])=[CH:23][CH:24]=3)=[CH:15][C:6]1=2. The yield is 0.300. (2) The reactants are [C:1]([O:5][C:6]([N:8]1[CH2:13][CH2:12][N:11]([C:14]2[S:15][C:16](Br)=[CH:17][N:18]=2)[CH2:10][CH2:9]1)=[O:7])([CH3:4])([CH3:3])[CH3:2].[N:20]1[CH:25]=[CH:24][CH:23]=[CH:22][C:21]=1[S:26][S:26][C:21]1[CH:22]=[CH:23][CH:24]=[CH:25][N:20]=1. No catalyst specified. The product is [C:1]([O:5][C:6]([N:8]1[CH2:13][CH2:12][N:11]([C:14]2[S:15][C:16]([S:26][C:21]3[CH:22]=[CH:23][CH:24]=[CH:25][N:20]=3)=[CH:17][N:18]=2)[CH2:10][CH2:9]1)=[O:7])([CH3:4])([CH3:3])[CH3:2]. The yield is 0.940. (3) The reactants are [CH3:1][O:2][C:3]1[C:10]([O:11][CH2:12][O:13][CH2:14][CH2:15][Si:16]([CH3:19])([CH3:18])[CH3:17])=[CH:9][C:6]([CH:7]=[O:8])=[C:5]([Sn:20]([CH3:23])([CH3:22])[CH3:21])[CH:4]=1.[BH4-].[Na+]. The catalyst is CO.O. The product is [CH3:1][O:2][C:3]1[C:10]([O:11][CH2:12][O:13][CH2:14][CH2:15][Si:16]([CH3:17])([CH3:18])[CH3:19])=[CH:9][C:6]([CH2:7][OH:8])=[C:5]([Sn:20]([CH3:21])([CH3:23])[CH3:22])[CH:4]=1. The yield is 0.910. (4) The reactants are Br[CH2:2][CH2:3][O:4][C:5]1[CH:10]=[CH:9][C:8]([NH:11][C:12](=[O:20])[C:13]2[CH:18]=[CH:17][CH:16]=[C:15]([F:19])[CH:14]=2)=[CH:7][C:6]=1[C:21]1[N:22]([CH3:26])[N:23]=[CH:24][CH:25]=1.Cl.[F:28][C:29]1([F:35])[CH2:34][CH2:33][NH:32][CH2:31][CH2:30]1.C(=O)([O-])[O-].[K+].[K+]. The catalyst is CN(C=O)C. The product is [F:28][C:29]1([F:35])[CH2:34][CH2:33][N:32]([CH2:2][CH2:3][O:4][C:5]2[CH:10]=[CH:9][C:8]([NH:11][C:12](=[O:20])[C:13]3[CH:18]=[CH:17][CH:16]=[C:15]([F:19])[CH:14]=3)=[CH:7][C:6]=2[C:21]2[N:22]([CH3:26])[N:23]=[CH:24][CH:25]=2)[CH2:31][CH2:30]1. The yield is 0.180.